This data is from Full USPTO retrosynthesis dataset with 1.9M reactions from patents (1976-2016). The task is: Predict the reactants needed to synthesize the given product. (1) Given the product [N:37]1[CH:42]=[CH:41][C:40]([CH2:43][NH:44][C:9]([C:11]2[CH:12]=[C:13]3[C:17](=[CH:18][CH:19]=2)[NH:16][C:15](=[O:20])[C:14]3=[N:21][NH:22][C:23]2[CH:24]=[CH:25][C:26]([S:29](=[O:31])(=[O:32])[NH2:30])=[CH:27][CH:28]=2)=[O:8])=[CH:39][CH:38]=1, predict the reactants needed to synthesize it. The reactants are: FC1C([O:8][C:9]([C:11]2[CH:12]=[C:13]3[C:17](=[CH:18][CH:19]=2)[NH:16][C:15](=[O:20])[C:14]3=[N:21][NH:22][C:23]2[CH:28]=[CH:27][C:26]([S:29](=[O:32])(=[O:31])[NH2:30])=[CH:25][CH:24]=2)=O)=C(F)C(F)=C(F)C=1F.[N:37]1[CH:42]=[CH:41][C:40]([CH2:43][NH2:44])=[CH:39][CH:38]=1. (2) Given the product [Cl:1][C:2]1[CH:29]=[CH:28][CH:27]=[CH:26][C:3]=1[C:4]([NH:6][C@H:7]1[C:15]2[C:10](=[CH:11][CH:12]=[C:13]([C:16]([N:18]([CH3:25])[CH:19]3[CH2:20][CH2:21][N:22]([C:31]4[S:35][N:34]=[C:33]([CH3:36])[N:32]=4)[CH2:23][CH2:24]3)=[O:17])[CH:14]=2)[CH2:9][CH2:8]1)=[O:5], predict the reactants needed to synthesize it. The reactants are: [Cl:1][C:2]1[CH:29]=[CH:28][CH:27]=[CH:26][C:3]=1[C:4]([NH:6][C@H:7]1[C:15]2[C:10](=[CH:11][CH:12]=[C:13]([C:16]([N:18]([CH3:25])[CH:19]3[CH2:24][CH2:23][NH:22][CH2:21][CH2:20]3)=[O:17])[CH:14]=2)[CH2:9][CH2:8]1)=[O:5].Cl[C:31]1[S:35][N:34]=[C:33]([CH3:36])[N:32]=1.C([O-])([O-])=O.[Cs+].[Cs+]. (3) Given the product [CH2:20]([C:16]1[N:15]=[C:14]([C:12]2[S:4][C:3]3[CH:5]=[CH:6][CH:7]=[CH:8][C:2]=3[C:1](=[O:10])[N:13]=2)[CH:19]=[CH:18][CH:17]=1)[CH3:21], predict the reactants needed to synthesize it. The reactants are: [C:1]([O:10]C)(=O)[C:2]1[C:3](=[CH:5][CH:6]=[CH:7][CH:8]=1)[SH:4].[C:12]([C:14]1[CH:19]=[CH:18][CH:17]=[C:16]([CH2:20][CH3:21])[N:15]=1)#[N:13].C(N(CC)CC)C. (4) Given the product [NH2:2][CH2:1][C:3]1[CH:8]=[CH:7][C:6]([S:9]([NH:12][C:13]2[C:22]([NH:23][C:24]3[CH:29]=[C:28]([O:30][CH3:31])[CH:27]=[C:26]([O:32][CH3:33])[C:25]=3[O:34][CH2:35][CH2:36][CH2:37][OH:38])=[N:21][C:20]3[C:15](=[CH:16][CH:17]=[CH:18][CH:19]=3)[N:14]=2)(=[O:11])=[O:10])=[CH:5][CH:4]=1, predict the reactants needed to synthesize it. The reactants are: [C:1]([C:3]1[CH:8]=[CH:7][C:6]([S:9]([NH:12][C:13]2[C:22]([NH:23][C:24]3[CH:29]=[C:28]([O:30][CH3:31])[CH:27]=[C:26]([O:32][CH3:33])[C:25]=3[O:34][CH2:35][CH2:36][CH2:37][OH:38])=[N:21][C:20]3[C:15](=[CH:16][CH:17]=[CH:18][CH:19]=3)[N:14]=2)(=[O:11])=[O:10])=[CH:5][CH:4]=1)#[N:2]. (5) The reactants are: O=C(O)[C@@H]([C@H]([C@H]([C@@H](C(O)=O)O)O)O)O.[CH2:15]1[CH:19]2[CH2:20][NH:21][CH2:22][CH:18]2[CH2:17][N:16]1[C:23](=[O:26])[CH2:24][CH3:25].[CH2:15]1[CH:19]2[CH2:20][NH:21][CH2:22][CH:18]2[CH2:17][N:16]1[C:23](=[O:26])[CH2:24][CH3:25].C12CNCC1CNC2.C12CC(CNC1)CNC2. Given the product [C:23]([N:16]1[CH2:17][CH:18]2[CH:19]([CH2:20][NH:21][CH2:22]2)[CH2:15]1)(=[O:26])[CH2:24][CH3:25], predict the reactants needed to synthesize it.